From a dataset of Catalyst prediction with 721,799 reactions and 888 catalyst types from USPTO. Predict which catalyst facilitates the given reaction. (1) Reactant: [CH3:1][O:2][C:3](=[O:39])[NH:4][CH2:5][CH2:6][CH2:7][O:8][C:9]1[CH:14]=[CH:13][C:12]([C:15]([N:17]2[C:26]3[C:21](=[CH:22][CH:23]=[CH:24][CH:25]=3)[C@H:20]([N:27]([C:35](=[O:37])[CH3:36])[C:28]3[CH:33]=[CH:32][C:31]([Cl:34])=[CH:30][CH:29]=3)[CH2:19][C@@H:18]2[CH3:38])=[O:16])=[CH:11][CH:10]=1.[H-].[Na+].[CH2:42](I)[CH3:43]. Product: [CH3:1][O:2][C:3](=[O:39])[N:4]([CH2:5][CH2:6][CH2:7][O:8][C:9]1[CH:10]=[CH:11][C:12]([C:15]([N:17]2[C:26]3[C:21](=[CH:22][CH:23]=[CH:24][CH:25]=3)[C@H:20]([N:27]([C:35](=[O:37])[CH3:36])[C:28]3[CH:29]=[CH:30][C:31]([Cl:34])=[CH:32][CH:33]=3)[CH2:19][C@@H:18]2[CH3:38])=[O:16])=[CH:13][CH:14]=1)[CH2:42][CH3:43]. The catalyst class is: 118. (2) Reactant: [CH3:1][N:2]([CH3:20])[C:3]1[CH:8]=[CH:7][C:6](/[CH:9]=[CH:10]/[C:11]([C:13]2[CH:18]=[CH:17][C:16]([OH:19])=[CH:15][CH:14]=2)=[O:12])=[CH:5][CH:4]=1.Cl[CH2:22][CH2:23][O:24][CH2:25][CH2:26][OH:27].C([O-])([O-])=O.[K+].[K+].O. Product: [OH:27][CH2:26][CH2:25][O:24][CH2:23][CH2:22][O:19][C:16]1[CH:15]=[CH:14][C:13]([C:11](=[O:12])/[CH:10]=[CH:9]/[C:6]2[CH:5]=[CH:4][C:3]([N:2]([CH3:1])[CH3:20])=[CH:8][CH:7]=2)=[CH:18][CH:17]=1. The catalyst class is: 3. (3) Reactant: Cl[C:2]1[CH:10]=[CH:9][C:8]([N+:11]([O-:13])=[O:12])=[CH:7][C:3]=1[C:4]([OH:6])=[O:5].[CH3:14][O-:15].[Na+]. Product: [CH3:14][O:15][C:2]1[CH:10]=[CH:9][C:8]([N+:11]([O-:13])=[O:12])=[CH:7][C:3]=1[C:4]([OH:6])=[O:5]. The catalyst class is: 5. (4) Reactant: [Cl:1][C:2]1[C:3]2[N:4]([N:16]=[CH:17][N:18]=2)[CH:5]=[C:6]([C:8]2[CH:13]=[CH:12][C:11]([F:14])=[CH:10][C:9]=2[F:15])[N:7]=1.Cl.Cl.[NH2:21][C:22]1[C:27]([C:28]#[N:29])=[CH:26][CH:25]=[C:24]([NH:30][CH2:31][CH2:32][NH2:33])[N:23]=1.C(N(CC)C(C)C)(C)C. Product: [ClH:1].[NH2:21][C:22]1[C:27]([C:28]#[N:29])=[CH:26][CH:25]=[C:24]([NH:30][CH2:31][CH2:32][NH:33][C:2]2[C:3]3[N:4]([N:16]=[CH:17][N:18]=3)[CH:5]=[C:6]([C:8]3[CH:13]=[CH:12][C:11]([F:14])=[CH:10][C:9]=3[F:15])[N:7]=2)[N:23]=1. The catalyst class is: 16. (5) Reactant: [CH3:1][CH:2]([CH3:26])[CH2:3][C:4]([C:6]1[C:7]([C:22](OC)=[O:23])=[CH:8][N:9]([CH2:11][C:12]2[C:21]3[C:16](=[CH:17][CH:18]=[CH:19][CH:20]=3)[CH:15]=[CH:14][CH:13]=2)[CH:10]=1)=O.O.[NH2:28][NH2:29].O. Product: [CH3:1][CH:2]([CH3:26])[CH2:3][C:4]1[C:6]2[C:7](=[CH:8][N:9]([CH2:11][C:12]3[C:21]4[C:16](=[CH:17][CH:18]=[CH:19][CH:20]=4)[CH:15]=[CH:14][CH:13]=3)[CH:10]=2)[C:22](=[O:23])[NH:28][N:29]=1. The catalyst class is: 8. (6) Reactant: [Cl:1][C:2]1[CH:3]=[N:4][N:5]([CH3:37])[C:6]=1[N:7]1[CH:11]=[C:10]([C:12]([NH:14][C@H:15]([CH2:25][N:26]2C(=O)C3C(=CC=CC=3)C2=O)[CH2:16][C:17]2[CH:22]=[CH:21][C:20]([F:23])=[C:19]([F:24])[CH:18]=2)=[O:13])[N:9]=[CH:8]1.O.NN. Product: [NH2:26][CH2:25][C@@H:15]([NH:14][C:12]([C:10]1[N:9]=[CH:8][N:7]([C:6]2[N:5]([CH3:37])[N:4]=[CH:3][C:2]=2[Cl:1])[CH:11]=1)=[O:13])[CH2:16][C:17]1[CH:22]=[CH:21][C:20]([F:23])=[C:19]([F:24])[CH:18]=1. The catalyst class is: 98. (7) Reactant: [CH2:1]([O:19][CH:20]1[CH:25]([O:26][CH2:27][CH2:28][CH2:29][CH2:30][CH2:31][CH2:32][CH2:33][CH2:34][CH2:35][CH2:36][CH2:37][CH2:38][CH2:39][CH2:40][CH2:41][CH2:42][CH2:43][CH3:44])[CH:24]([O:45][CH2:46][CH2:47][CH2:48][CH2:49][CH2:50][CH2:51][CH2:52][CH2:53][CH2:54][CH2:55][CH2:56][CH2:57][CH2:58][CH2:59][CH2:60][CH2:61][CH2:62][CH3:63])[CH2:23][CH:22]([CH2:64][O:65][C:66]2[CH:78]=[CH:77][C:76]3[C:75]4[C:70](=[CH:71][CH:72]=[CH:73][CH:74]=4)[C:69](=[O:79])[C:68]=3[CH:67]=2)[CH2:21]1)[CH2:2][CH2:3][CH2:4][CH2:5][CH2:6][CH2:7][CH2:8][CH2:9][CH2:10][CH2:11][CH2:12][CH2:13][CH2:14][CH2:15][CH2:16][CH2:17][CH3:18].[Cl:80][C:81]1[CH:86]=[CH:85][C:84]([Mg]Br)=[CH:83][CH:82]=1. Product: [Cl:80][C:81]1[CH:86]=[CH:85][C:84]([C:69]2([OH:79])[C:68]3[CH:67]=[C:66]([O:65][CH2:64][CH:22]4[CH2:21][CH:20]([O:19][CH2:1][CH2:2][CH2:3][CH2:4][CH2:5][CH2:6][CH2:7][CH2:8][CH2:9][CH2:10][CH2:11][CH2:12][CH2:13][CH2:14][CH2:15][CH2:16][CH2:17][CH3:18])[CH:25]([O:26][CH2:27][CH2:28][CH2:29][CH2:30][CH2:31][CH2:32][CH2:33][CH2:34][CH2:35][CH2:36][CH2:37][CH2:38][CH2:39][CH2:40][CH2:41][CH2:42][CH2:43][CH3:44])[CH:24]([O:45][CH2:46][CH2:47][CH2:48][CH2:49][CH2:50][CH2:51][CH2:52][CH2:53][CH2:54][CH2:55][CH2:56][CH2:57][CH2:58][CH2:59][CH2:60][CH2:61][CH2:62][CH3:63])[CH2:23]4)[CH:78]=[CH:77][C:76]=3[C:75]3[C:70]2=[CH:71][CH:72]=[CH:73][CH:74]=3)=[CH:83][CH:82]=1. The catalyst class is: 1. (8) Reactant: [N:1]1[CH:6]=[CH:5][CH:4]=[C:3]([S:7](Cl)(=[O:9])=[O:8])[CH:2]=1.[NH2:11][C:12]1[CH:13]=[CH:14][CH:15]=[C:16]2[C:20]=1[C:19](=[O:21])[N:18]([CH2:22][CH2:23][C:24]1[CH:33]=[CH:32][C:31]3[C:26](=[CH:27][CH:28]=[CH:29][CH:30]=3)[N:25]=1)[CH2:17]2.C([O-])(O)=O.[Na+]. Product: [NH3:1].[O:21]=[C:19]1[C:20]2[C:16](=[CH:15][CH:14]=[CH:13][C:12]=2[NH:11][S:7]([C:3]2[CH:2]=[N:1][CH:6]=[CH:5][CH:4]=2)(=[O:9])=[O:8])[CH2:17][N:18]1[CH2:22][CH2:23][C:24]1[CH:33]=[CH:32][C:31]2[C:26](=[CH:27][CH:28]=[CH:29][CH:30]=2)[N:25]=1. The catalyst class is: 17. (9) Reactant: S(=O)(=O)(O)O.[CH3:6][O:7][C:8]([C:10]1[S:14][C:13]([CH2:15][CH:16](O)[C:17]2[C:18]([C:23]3[CH:28]=[CH:27][CH:26]=[CH:25][CH:24]=3)=[N:19][O:20][C:21]=2[CH3:22])=[N:12][C:11]=1[CH3:30])=[O:9]. Product: [CH3:6][O:7][C:8]([C:10]1[S:14][C:13](/[CH:15]=[CH:16]/[C:17]2[C:18]([C:23]3[CH:28]=[CH:27][CH:26]=[CH:25][CH:24]=3)=[N:19][O:20][C:21]=2[CH3:22])=[N:12][C:11]=1[CH3:30])=[O:9]. The catalyst class is: 389. (10) Reactant: [C:1]([C:5]1[CH:6]=[C:7]([N:15]2[C:19]([CH:20]([CH:23]3[CH2:28][CH2:27][CH2:26][CH2:25][CH2:24]3)[O:21][CH3:22])=[C:18]([CH3:29])[C:17]([C:30](O)=[O:31])=[CH:16]2)[CH:8]=[C:9]([C:11]2([CH3:14])[CH2:13][CH2:12]2)[CH:10]=1)([CH3:4])([CH3:3])[CH3:2].CN(C(ON1N=[N:48][C:43]2[CH:44]=[CH:45]C=N[C:42]1=2)=[N+](C)C)C.F[P-](F)(F)(F)(F)F.CN([CH:60]=[O:61])C. Product: [C:11]([C:9]1[CH:8]=[C:7]([N:15]2[C:19]([CH:20]([CH:23]3[CH2:24][CH2:25][CH2:26][CH2:27][CH2:28]3)[O:21][CH3:22])=[C:18]([CH3:29])[C:17]([C:30]([NH:48][CH:43]3[CH2:42][CH2:60][O:61][CH2:45][CH2:44]3)=[O:31])=[CH:16]2)[CH:6]=[C:5]([C:1]2([CH3:2])[CH2:3][CH2:4]2)[CH:10]=1)([CH3:14])([CH3:13])[CH3:12]. The catalyst class is: 6.